From a dataset of Forward reaction prediction with 1.9M reactions from USPTO patents (1976-2016). Predict the product of the given reaction. (1) Given the reactants Cl[C:2]1[CH:7]=[CH:6][CH:5]=[C:4]([N:8]2[CH2:11][CH:10]([O:12][C:13]3[CH:18]=[CH:17][C:16]([F:19])=[CH:15][CH:14]=3)[CH2:9]2)[N:3]=1.N[C:21]1[CH:30]=[CH:29][C:24]([C:25]([NH:27][CH3:28])=[O:26])=[CH:23][CH:22]=1.C(=O)([O-])[O-].[Cs+].[Cs+].C1C=CC(P(C2C(C3C(P(C4C=CC=CC=4)C4C=CC=CC=4)=CC=C4C=3C=CC=C4)=C3C(C=CC=C3)=CC=2)C2C=CC=CC=2)=CC=1.CC([N:86](C)C)=O, predict the reaction product. The product is: [F:19][C:16]1[CH:17]=[CH:18][C:13]([O:12][CH:10]2[CH2:11][N:8]([C:4]3[N:3]=[C:2]([NH:86][C:22]4[CH:23]=[C:24]([CH:29]=[CH:30][CH:21]=4)[C:25]([NH:27][CH3:28])=[O:26])[CH:7]=[CH:6][CH:5]=3)[CH2:9]2)=[CH:14][CH:15]=1. (2) Given the reactants [CH:1]([O:4][C:5]1[CH:12]=[CH:11][C:8]([CH:9]=O)=[CH:7][CH:6]=1)([CH3:3])[CH3:2].[CH:13]([C:16]1[CH:22]=[CH:21][C:19]([NH2:20])=[CH:18][CH:17]=1)([CH3:15])[CH3:14], predict the reaction product. The product is: [CH:1]([O:4][C:5]1[CH:12]=[CH:11][C:8]([CH2:9][NH:20][C:19]2[CH:21]=[CH:22][C:16]([CH:13]([CH3:15])[CH3:14])=[CH:17][CH:18]=2)=[CH:7][CH:6]=1)([CH3:3])[CH3:2]. (3) The product is: [NH2:1][C:4]1[CH:9]=[CH:8][CH:7]=[CH:6][C:5]=1[CH:10]([CH2:13][OH:14])[CH2:11][OH:12]. Given the reactants [N+:1]([C:4]1[CH:9]=[CH:8][CH:7]=[CH:6][C:5]=1[CH:10]([CH2:13][OH:14])[CH2:11][OH:12])([O-])=O, predict the reaction product.